From a dataset of Full USPTO retrosynthesis dataset with 1.9M reactions from patents (1976-2016). Predict the reactants needed to synthesize the given product. Given the product [CH3:13][C:3]([CH3:14])([CH2:2][O:1][C:33]1[CH:34]=[CH:35][CH:36]=[C:37]2[C:32]=1[N:31]=[C:30]([C:27]1[N:25]3[CH:26]=[C:21]([C:15]4[CH:16]=[CH:17][CH:18]=[CH:19][CH:20]=4)[CH:22]=[CH:23][C:24]3=[N:29][N:28]=1)[CH:39]=[CH:38]2)[CH2:4][NH:5][C:6](=[O:12])[O:7][C:8]([CH3:9])([CH3:11])[CH3:10], predict the reactants needed to synthesize it. The reactants are: [OH:1][CH2:2][C:3]([CH3:14])([CH3:13])[CH2:4][NH:5][C:6](=[O:12])[O:7][C:8]([CH3:11])([CH3:10])[CH3:9].[C:15]1([C:21]2[CH:22]=[CH:23][C:24]3[N:25]([C:27]([C:30]4[CH:39]=[CH:38][C:37]5[C:32](=[C:33](O)[CH:34]=[CH:35][CH:36]=5)[N:31]=4)=[N:28][N:29]=3)[CH:26]=2)[CH:20]=[CH:19][CH:18]=[CH:17][CH:16]=1.